From a dataset of Full USPTO retrosynthesis dataset with 1.9M reactions from patents (1976-2016). Predict the reactants needed to synthesize the given product. (1) The reactants are: [CH3:1][N:2]1[C:10]2[C:5](=[C:6]([NH2:11])[CH:7]=[CH:8][CH:9]=2)[CH:4]=[N:3]1.[N:12]([C:15]1[CH:16]=[C:17]([CH:21]=[CH:22][C:23]=1[O:24][C:25]([F:28])([F:27])[F:26])[C:18]([NH2:20])=[O:19])=[C:13]=[S:14].CS(C1C=CC(OC)=C(NC(NC2C=CC=C3C=2C=NN3C)=S)C=1)(=O)=O. Given the product [CH3:1][N:2]1[C:10]2[C:5](=[C:6]([NH:11][C:13](=[S:14])[NH:12][C:15]3[CH:16]=[C:17]([CH:21]=[CH:22][C:23]=3[O:24][C:25]([F:26])([F:27])[F:28])[C:18]([NH2:20])=[O:19])[CH:7]=[CH:8][CH:9]=2)[CH:4]=[N:3]1, predict the reactants needed to synthesize it. (2) Given the product [CH2:7]([O:9][C:10]([C:11]1[CH:16]=[CH:15][C:14]2[O:17][CH2:21][CH2:22][O:18][C:13]=2[CH:12]=1)=[O:19])[CH3:8], predict the reactants needed to synthesize it. The reactants are: C([O-])([O-])=O.[Cs+].[Cs+].[CH2:7]([O:9][C:10](=[O:19])[C:11]1[CH:16]=[CH:15][C:14]([OH:17])=[C:13]([OH:18])[CH:12]=1)[CH3:8].Br[CH2:21][CH2:22]Br. (3) Given the product [CH2:20]([S:22][C:2]1[CH:9]=[CH:8][C:7]([N+:10]([O-:12])=[O:11])=[CH:6][C:3]=1[C:4]#[N:5])[CH3:21], predict the reactants needed to synthesize it. The reactants are: F[C:2]1[CH:9]=[CH:8][C:7]([N+:10]([O-:12])=[O:11])=[CH:6][C:3]=1[C:4]#[N:5].C(N(CC)CC)C.[CH2:20]([SH:22])[CH3:21].O. (4) Given the product [C:1]([O:5][C:6]([NH:8][CH:9]([C:13]([O:16][CH3:17])([CH3:15])[CH3:14])[C:10]([OH:12])=[O:11])=[O:7])([CH3:4])([CH3:2])[CH3:3], predict the reactants needed to synthesize it. The reactants are: [C:1]([O:5][C:6]([NH:8][CH:9]([C:13]([OH:16])([CH3:15])[CH3:14])[C:10]([OH:12])=[O:11])=[O:7])([CH3:4])([CH3:3])[CH3:2].[CH3:17]I.[H-].[Na+].O. (5) Given the product [OH:1][CH:2]1[CH2:7][CH2:6][CH:5]([NH:8][C:9]2[CH:16]=[C:15]([N:17]3[C:26]4[CH2:25][C:24]([CH3:27])([CH3:28])[CH2:23][C:22](=[O:29])[C:21]=4[CH2:20][C:19]([CH3:30])=[N:18]3)[CH:14]=[CH:13][C:10]=2[C:11]([NH2:12])=[O:33])[CH2:4][CH2:3]1, predict the reactants needed to synthesize it. The reactants are: [OH:1][CH:2]1[CH2:7][CH2:6][CH:5]([NH:8][C:9]2[CH:16]=[C:15]([N:17]3[C:26]4[CH2:25][C:24]([CH3:28])([CH3:27])[CH2:23][C:22](=[O:29])[C:21]=4[CH2:20][C:19]([CH3:30])=[N:18]3)[CH:14]=[CH:13][C:10]=2[C:11]#[N:12])[CH2:4][CH2:3]1.CS(C)=[O:33].[OH-].[Na+].